From a dataset of Retrosynthesis with 50K atom-mapped reactions and 10 reaction types from USPTO. Predict the reactants needed to synthesize the given product. (1) Given the product Clc1ccc2sc(N3CCNCC3)nc2c1, predict the reactants needed to synthesize it. The reactants are: C1CNCCN1.Clc1ccc2sc(Cl)nc2c1. (2) Given the product CC(C)(C)OC(=O)Nc1cccc(Oc2cc(Nc3ccc(OCc4ccccc4)cc3)c([N+](=O)[O-])cn2)c1, predict the reactants needed to synthesize it. The reactants are: CC(C)(C)OC(=O)Nc1cccc(O)c1.O=[N+]([O-])c1cnc(Cl)cc1Nc1ccc(OCc2ccccc2)cc1. (3) Given the product CC(C)(C)OC(=O)N1CCC(NC(=O)c2nnc(Nc3ccccc3F)o2)CC1, predict the reactants needed to synthesize it. The reactants are: CC(C)(C)OC(=O)N1CCC(N)CC1.CCOC(=O)c1nnc(Nc2ccccc2F)o1. (4) Given the product N#CCNc1ccc2c(Sc3ccccc3[N+](=O)[O-])cn(Cc3cc(F)cc(F)c3)c2c1, predict the reactants needed to synthesize it. The reactants are: N#CCBr.Nc1ccc2c(Sc3ccccc3[N+](=O)[O-])cn(Cc3cc(F)cc(F)c3)c2c1.